From a dataset of Reaction yield outcomes from USPTO patents with 853,638 reactions. Predict the reaction yield, written as a fraction of the theoretical maximum amount of product (1.0 means a 100% yield; for example, 0.34 means a 34% yield). The reactants are [C:1]([O:8][CH3:9])(=[O:7])/[CH:2]=[CH:3]/[C:4]([OH:6])=[O:5].[CH2:10]([NH:17][C:18](=[O:21])[CH2:19]Cl)[C:11]1[CH:16]=[CH:15][CH:14]=[CH:13][CH:12]=1. The catalyst is CN1C(=O)CCC1. The product is [C:1]([O:8][CH3:9])(=[O:7])/[CH:2]=[CH:3]/[C:4]([O:6][CH2:19][C:18](=[O:21])[NH:17][CH2:10][C:11]1[CH:16]=[CH:15][CH:14]=[CH:13][CH:12]=1)=[O:5]. The yield is 0.530.